This data is from Reaction yield outcomes from USPTO patents with 853,638 reactions. The task is: Predict the reaction yield, written as a fraction of the theoretical maximum amount of product (1.0 means a 100% yield; for example, 0.34 means a 34% yield). (1) The reactants are [C:1]([C:3]1[CH:4]=[C:5]2[C:10](=[CH:11][C:12]=1[O:13][C:14]1[CH:22]=[CH:21][C:17]([C:18]([OH:20])=O)=[CH:16][CH:15]=1)[O:9][CH2:8][CH2:7][CH:6]2[C:23]([O:25][CH3:26])=[O:24])#[N:2].C(Cl)(=O)C(Cl)=O.[CH2:33]1[C:42]2[C:37](=[CH:38][CH:39]=[CH:40][CH:41]=2)[CH2:36][CH2:35][CH:34]1[NH2:43].CCN(C(C)C)C(C)C. The catalyst is C(Cl)Cl.CN(C=O)C. The product is [CH2:33]1[C:42]2[C:37](=[CH:38][CH:39]=[CH:40][CH:41]=2)[CH2:36][CH2:35][CH:34]1[NH:43][C:18]([C:17]1[CH:16]=[CH:15][C:14]([O:13][C:12]2[CH:11]=[C:10]3[C:5]([CH:6]([C:23]([O:25][CH3:26])=[O:24])[CH2:7][CH2:8][O:9]3)=[CH:4][C:3]=2[C:1]#[N:2])=[CH:22][CH:21]=1)=[O:20]. The yield is 0.730. (2) The reactants are [CH3:1]C(C)([O-])C.[K+].[Br-].CP(C1C=CC=CC=1)(C1C=CC=CC=1)C1C=CC=CC=1.O=[C:29]1[CH2:32][N:31]([C:33]([O:35][C:36]([CH3:39])([CH3:38])[CH3:37])=[O:34])[CH2:30]1. The catalyst is C(OCC)C. The product is [CH2:1]=[C:29]1[CH2:32][N:31]([C:33]([O:35][C:36]([CH3:39])([CH3:38])[CH3:37])=[O:34])[CH2:30]1. The yield is 1.00. (3) The reactants are [Cl-].[Al+3].[Cl-].[Cl-].[C:5](Cl)(=[O:7])[CH3:6].[Br:9][C:10]1[CH:11]=[C:12]2[C:17](=[CH:18][CH:19]=1)[O:16][C:15]([CH3:21])([CH3:20])[CH2:14][C:13]2([CH3:23])[CH3:22]. The catalyst is ClCCl. The product is [C:5]([C:18]1[CH:19]=[C:10]([Br:9])[CH:11]=[C:12]2[C:17]=1[O:16][C:15]([CH3:20])([CH3:21])[CH2:14][C:13]2([CH3:23])[CH3:22])(=[O:7])[CH3:6]. The yield is 0.830. (4) The reactants are Cl[CH2:2][C:3](Cl)=[O:4].[NH2:6][C:7]1[CH:12]=[CH:11][CH:10]=[CH:9][CH:8]=1.CCN(CC)CC.[N-:20]=[N+:21]=[N-:22].[Na+]. The catalyst is ClCCl.CN(C=O)C.C(OCC)(=O)C. The product is [C:7]1([NH:6][C:3](=[O:4])[CH2:2][N:20]=[N+:21]=[N-:22])[CH:12]=[CH:11][CH:10]=[CH:9][CH:8]=1. The yield is 0.630. (5) The catalyst is [OH-].[Na+]. The product is [Cl:7][C:8]1[CH:9]=[C:10]([C@H:15]2[CH2:19][CH2:18][NH:17][CH2:16]2)[CH:11]=[C:12]([Cl:14])[CH:13]=1. The reactants are C(O)(=O)C(O)=O.[Cl:7][C:8]1[CH:9]=[C:10]([CH:15]2[CH2:19][CH2:18][NH:17][CH2:16]2)[CH:11]=[C:12]([Cl:14])[CH:13]=1. The yield is 0.980. (6) The reactants are C1(P(C2CCCCC2)C2C=CC=CC=2C2C=CC=CC=2)CCCCC1.[CH3:26][O:27][C:28]1[CH:29]=[C:30]([NH2:40])[CH:31]=[CH:32][C:33]=1[N:34]1[CH:38]=[C:37]([CH3:39])[N:36]=[CH:35]1.Br[C:42]1[N:56]=[C:45]2[CH:46]=[CH:47][CH:48]=[C:49]([C:50]3[CH:55]=[CH:54][CH:53]=[CH:52][CH:51]=3)[N:44]2[N:43]=1. The catalyst is O1CCOCC1.C([O-])(=O)C.[Pd+2].C([O-])(=O)C. The product is [CH3:26][O:27][C:28]1[CH:29]=[C:30]([NH:40][C:42]2[N:56]=[C:45]3[CH:46]=[CH:47][CH:48]=[C:49]([C:50]4[CH:55]=[CH:54][CH:53]=[CH:52][CH:51]=4)[N:44]3[N:43]=2)[CH:31]=[CH:32][C:33]=1[N:34]1[CH:38]=[C:37]([CH3:39])[N:36]=[CH:35]1. The yield is 0.0900. (7) The reactants are [CH3:1][C:2]1[CH:3]=[N+:4]([O-])[CH:5]=[CH:6][C:7]=1[N+:8]([O-])=O.[CH2:12](OC(OCC)N(C)C)C.[H][H]. The catalyst is CN(C=O)C.C(O)C.C(O)(=O)C.[Pd]. The product is [NH:8]1[C:7]2[C:2](=[CH:3][N:4]=[CH:5][CH:6]=2)[CH:1]=[CH:12]1. The yield is 0.510. (8) The yield is 0.430. The catalyst is CC(C)=O. The product is [CH3:1][O:2][C:3]1[C:8]2[O:9][CH2:10][CH2:11][O:12][C:7]=2[C:6]([C:13]2([CH:23]=[CH:24][C:25]([O:27][CH2:28][CH3:29])=[O:26])[CH2:14][CH2:15][C:16](=[O:17])[CH2:21][CH2:22]2)=[CH:5][CH:4]=1. The reactants are [CH3:1][O:2][C:3]1[C:8]2[O:9][CH2:10][CH2:11][O:12][C:7]=2[C:6]([C:13]2([CH:23]=[CH:24][C:25]([O:27][CH2:28][CH3:29])=[O:26])[CH2:22][CH2:21][C:16]3(OCC[O:17]3)[CH2:15][CH2:14]2)=[CH:5][CH:4]=1.Cl.C(=O)(O)[O-].[Na+]. (9) The reactants are [CH2:1]1[C:6]2[NH:7][C:8]3[C:13]([C:5]=2[CH2:4][CH2:3][NH:2]1)=[CH:12][CH:11]=[CH:10][CH:9]=3.[C:14](O)(=[O:21])[C:15]1[CH:20]=[CH:19][CH:18]=[CH:17][CH:16]=1.O.ON1C2C=CC=CC=2N=N1.C(N(C(C)C)CC)(C)C.C(Cl)CCl. The catalyst is CN(C=O)C.O. The product is [C:14]([N:2]1[CH2:3][CH2:4][C:5]2[C:13]3[C:8](=[CH:9][CH:10]=[CH:11][CH:12]=3)[NH:7][C:6]=2[CH2:1]1)(=[O:21])[C:15]1[CH:20]=[CH:19][CH:18]=[CH:17][CH:16]=1. The yield is 0.940.